From a dataset of Forward reaction prediction with 1.9M reactions from USPTO patents (1976-2016). Predict the product of the given reaction. (1) Given the reactants C([C:5]1[C:10]2[CH2:11][C:12]([CH3:15])([CH3:14])[O:13][C:9]=2[CH:8]=[C:7]([C:16]([CH3:19])([CH3:18])[CH3:17])[C:6]=1[OH:20])(C)(C)C.CS(O)(=O)=O.C(=O)(O)[O-].[Na+], predict the reaction product. The product is: [C:16]([C:7]1[C:6]([OH:20])=[CH:5][C:10]2[CH2:11][C:12]([CH3:15])([CH3:14])[O:13][C:9]=2[CH:8]=1)([CH3:19])([CH3:17])[CH3:18]. (2) The product is: [C:1]([C:5]1[N:10]=[C:9]([N:11]2[CH2:12][CH2:13][N:14]([CH2:17][CH2:18][CH2:19][OH:20])[CH2:15][CH2:16]2)[CH:8]=[C:7]([CH:24]2[CH2:26][CH2:25]2)[N:6]=1)([CH3:4])([CH3:2])[CH3:3]. Given the reactants [C:1]([C:5]1[N:10]=[C:9]([N:11]2[CH2:16][CH2:15][N:14]([CH2:17][CH2:18][CH2:19][O:20]C(=O)C)[CH2:13][CH2:12]2)[CH:8]=[C:7]([CH:24]2[CH2:26][CH2:25]2)[N:6]=1)([CH3:4])([CH3:3])[CH3:2].[OH-].[Li+], predict the reaction product. (3) Given the reactants [Br:1][C:2]1[CH:7]=[CH:6][C:5]([CH2:8][C:9]#[N:10])=[CH:4][CH:3]=1.Cl.[NH2:12][OH:13].C(=O)(O)[O-].[Na+].CO.O, predict the reaction product. The product is: [Br:1][C:2]1[CH:7]=[CH:6][C:5]([CH2:8][C:9]([NH:12][OH:13])=[NH:10])=[CH:4][CH:3]=1. (4) The product is: [Cl:10][C:11]1[CH:12]=[CH:13][C:14]([C:17]2([C:19]3[CH:32]=[CH:31][C:22]([NH:23][C:24](=[O:30])[O:25][C:26]([CH3:29])([CH3:27])[CH3:28])=[C:21]([CH3:33])[CH:20]=3)[O:9][N:8]=[C:6]([CH3:7])[CH2:18]2)=[CH:15][CH:16]=1. Given the reactants CN(C)C=O.[CH:6](=[N:8][OH:9])[CH3:7].[Cl:10][C:11]1[CH:16]=[CH:15][C:14]([C:17]([C:19]2[CH:32]=[CH:31][C:22]([NH:23][C:24](=[O:30])[O:25][C:26]([CH3:29])([CH3:28])[CH3:27])=[C:21]([CH3:33])[CH:20]=2)=[CH2:18])=[CH:13][CH:12]=1.C(N(CC)CC)C, predict the reaction product. (5) Given the reactants Cl[C:2]1[CH:12]=[CH:11][C:5]([C:6]([O:8][CH2:9][CH3:10])=[O:7])=[CH:4][C:3]=1[N+:13]([O-:15])=[O:14].C([O-])([O-])=O.[K+].[K+].[CH3:22][CH:23]1[CH2:28][CH2:27][CH:26]([NH2:29])[CH2:25][CH2:24]1, predict the reaction product. The product is: [CH3:22][CH:23]1[CH2:28][CH2:27][CH:26]([NH:29][C:2]2[CH:12]=[CH:11][C:5]([C:6]([O:8][CH2:9][CH3:10])=[O:7])=[CH:4][C:3]=2[N+:13]([O-:15])=[O:14])[CH2:25][CH2:24]1. (6) Given the reactants [Br:1][C:2]1[C:6]2[N:7]=[C:8]([C:16]3[C:21]([F:22])=[CH:20][CH:19]=[CH:18][C:17]=3[F:23])[C:9]3[CH:10]=[C:11]([I:15])[CH:12]=[CH:13][C:14]=3[C:5]=2[NH:4][N:3]=1.C(N(C(C)C)CC)(C)C.[CH3:33][Si:34]([CH3:41])([CH3:40])[CH2:35][CH2:36][O:37][CH2:38]Cl.O, predict the reaction product. The product is: [Br:1][C:2]1[C:6]2[N:7]=[C:8]([C:16]3[C:17]([F:23])=[CH:18][CH:19]=[CH:20][C:21]=3[F:22])[C:9]3[CH:10]=[C:11]([I:15])[CH:12]=[CH:13][C:14]=3[C:5]=2[N:4]([CH2:38][O:37][CH2:36][CH2:35][Si:34]([CH3:41])([CH3:40])[CH3:33])[N:3]=1. (7) The product is: [CH:30]([N:19]([CH:16]([CH3:18])[CH3:17])[CH2:20][CH2:21][NH:22][C:23]([NH:2][CH2:3][CH2:4][NH:5][C:6](=[O:15])[O:7][CH2:8][C:9]1[CH:10]=[CH:11][CH:12]=[CH:13][CH:14]=1)=[O:24])([CH3:32])[CH3:31]. Given the reactants Cl.[NH2:2][CH2:3][CH2:4][NH:5][C:6](=[O:15])[O:7][CH2:8][C:9]1[CH:14]=[CH:13][CH:12]=[CH:11][CH:10]=1.[CH:16]([N:19]([CH:30]([CH3:32])[CH3:31])[CH2:20][CH2:21][NH:22][C:23](N1C=CN=C1)=[O:24])([CH3:18])[CH3:17].C(N(CC)CC)C, predict the reaction product. (8) The product is: [C:43](=[S:44])([O:42][C:39]1[CH:40]=[CH:41][CH:36]=[CH:37][CH:38]=1)[O:35][C@@H:34]1[C@@H:21]2[O:22][CH:23]([C:26]3[CH:27]=[CH:28][C:29]([O:32][CH3:33])=[CH:30][CH:31]=3)[O:24][CH2:25][C@@H:20]2[CH2:19][C@H:18]1[N:15]1[C:11]2[N:12]=[CH:13][N:14]=[C:9]([S:8][CH2:1][C:2]3[CH:7]=[CH:6][CH:5]=[CH:4][CH:3]=3)[C:10]=2[CH:17]=[CH:16]1. Given the reactants [CH2:1]([S:8][C:9]1[C:10]2[CH:17]=[CH:16][N:15]([C@H:18]3[C@H:34]([OH:35])[C@@H:21]4[O:22][CH:23]([C:26]5[CH:31]=[CH:30][C:29]([O:32][CH3:33])=[CH:28][CH:27]=5)[O:24][CH2:25][C@@H:20]4[CH2:19]3)[C:11]=2[N:12]=[CH:13][N:14]=1)[C:2]1[CH:7]=[CH:6][CH:5]=[CH:4][CH:3]=1.[CH:36]1[CH:41]=[CH:40][C:39]([O:42][C:43](Cl)=[S:44])=[CH:38][CH:37]=1, predict the reaction product. (9) Given the reactants C([N:5]1[CH:9]([CH2:10][NH:11][S:12]([CH3:15])(=[O:14])=[O:13])[C:8]2[CH:16]=[C:17]([C:20]3[C:28]4[C:23](=[CH:24][C:25]([F:29])=[CH:26][CH:27]=4)[NH:22][CH:21]=3)[CH:18]=[CH:19][C:7]=2[S:6]1(=[O:31])=[O:30])(C)(C)C.Cl.CO, predict the reaction product. The product is: [F:29][C:25]1[CH:24]=[C:23]2[C:28]([C:20]([C:17]3[CH:18]=[CH:19][C:7]4[S:6](=[O:31])(=[O:30])[NH:5][CH:9]([CH2:10][NH:11][S:12]([CH3:15])(=[O:14])=[O:13])[C:8]=4[CH:16]=3)=[CH:21][NH:22]2)=[CH:27][CH:26]=1.